This data is from Forward reaction prediction with 1.9M reactions from USPTO patents (1976-2016). The task is: Predict the product of the given reaction. (1) Given the reactants CCN(CC)CC.Br[CH2:9][C:10]([C:12]1[C:17]([CH3:18])=[CH:16][C:15]([CH3:19])=[CH:14][C:13]=1[CH3:20])=[O:11].[SH:21][C:22]1[CH:27]=[CH:26][CH:25]=[CH:24][N:23]=1, predict the reaction product. The product is: [N:23]1[CH:24]=[CH:25][CH:26]=[CH:27][C:22]=1[S:21][CH2:9][C:10]([C:12]1[C:17]([CH3:18])=[CH:16][C:15]([CH3:19])=[CH:14][C:13]=1[CH3:20])=[O:11]. (2) Given the reactants O.C1(C)C=CC(S(O)(=O)=O)=CC=1.[CH2:13]([O:15][C:16](=[O:37])[CH2:17][O:18][CH2:19]/[CH:20]=[CH:21]\[CH2:22][N:23]1[C:28](=[O:29])[CH2:27][CH2:26][CH2:25][C@@H:24]1[CH2:30][O:31]C(OCC)C)[CH3:14], predict the reaction product. The product is: [CH2:13]([O:15][C:16](=[O:37])[CH2:17][O:18][CH2:19]/[CH:20]=[CH:21]\[CH2:22][N:23]1[C:28](=[O:29])[CH2:27][CH2:26][CH2:25][C@@H:24]1[CH2:30][OH:31])[CH3:14]. (3) Given the reactants [NH2:1][C@H:2]1[CH2:6][CH2:5][N:4]([C@H:7]2[CH2:12][CH2:11][C@H:10]([O:13][C:14]3[CH:19]=[C:18]([N:20]4[C:24]5[CH:25]=[CH:26][CH:27]=[CH:28][C:23]=5[N:22]=[C:21]4[CH:29]([F:31])[F:30])[N:17]=[C:16]([N:32]4[CH2:37][CH2:36][O:35][CH2:34][CH2:33]4)[N:15]=3)[CH2:9][CH2:8]2)[C:3]1=[O:38].C(N(C(C)C)C(C)C)C.[CH3:48][S:49](Cl)(=[O:51])=[O:50].C(=O)(O)[O-].[Na+], predict the reaction product. The product is: [F:30][CH:29]([F:31])[C:21]1[N:20]([C:18]2[N:17]=[C:16]([N:32]3[CH2:33][CH2:34][O:35][CH2:36][CH2:37]3)[N:15]=[C:14]([O:13][C@H:10]3[CH2:11][CH2:12][C@H:7]([N:4]4[CH2:5][CH2:6][C@H:2]([NH:1][S:49]([CH3:48])(=[O:51])=[O:50])[C:3]4=[O:38])[CH2:8][CH2:9]3)[CH:19]=2)[C:24]2[CH:25]=[CH:26][CH:27]=[CH:28][C:23]=2[N:22]=1. (4) The product is: [CH3:1][C@@H:2]1[CH2:7][C@H:6]([C:8]2[N:9]=[CH:10][C:11]([NH2:14])=[N:12][CH:13]=2)[CH2:5][CH2:4][O:3]1.[CH3:1][C@H:2]1[CH2:7][C@@H:6]([C:8]2[N:9]=[CH:10][C:11]([NH2:14])=[N:12][CH:13]=2)[CH2:5][CH2:4][O:3]1. Given the reactants [CH3:1][CH:2]1[CH2:7][C:6]([C:8]2[N:9]=[CH:10][C:11]([NH2:14])=[N:12][CH:13]=2)=[CH:5][CH2:4][O:3]1, predict the reaction product. (5) Given the reactants C(N(CC)CC)C.[NH2:8][C:9]1[CH:10]=[C:11]([CH:14]=[CH:15][CH:16]=1)[C:12]#[N:13].[F:17][C:18]([F:29])([F:28])[C:19](O[C:19](=[O:20])[C:18]([F:29])([F:28])[F:17])=[O:20], predict the reaction product. The product is: [C:12]([C:11]1[CH:10]=[C:9]([NH:8][C:19](=[O:20])[C:18]([F:29])([F:28])[F:17])[CH:16]=[CH:15][CH:14]=1)#[N:13]. (6) The product is: [C:23]([CH2:22][C:18]1[CH:17]=[C:16]([NH:15][C:28]([N:10]2[C:9]3[CH:8]=[CH:7][CH:6]=[CH:5][C:13]=3[NH:12][C:11]2=[O:14])=[O:29])[CH:21]=[CH:20][CH:19]=1)([OH:25])=[O:24]. Given the reactants ClC(O[C:5]1[C:13]2[NH:12][C:11]([OH:14])=[N:10][C:9]=2[CH:8]=[CH:7][CH:6]=1)=O.[NH2:15][C:16]1[CH:17]=[C:18]([CH2:22][C:23]([OH:25])=[O:24])[CH:19]=[CH:20][CH:21]=1.C1C[O:29][CH2:28]C1, predict the reaction product. (7) The product is: [C:21]([CH2:22][C@@H:23]([C:41]1[CH:46]=[CH:45][C:44]([Cl:47])=[C:43]([Cl:48])[CH:42]=1)[CH2:24][N:25]1[CH2:32][C@@H:31]([CH3:33])[CH2:30][O:29][C:28]2[C:34]([C:38]#[N:39])=[CH:35][CH:36]=[CH:37][C:27]=2[C:26]1=[O:40])([OH:3])=[O:20]. Given the reactants CC(C)=[O:3].OS(O)(=O)=O.O=[Cr](=O)=O.OS(O)(=O)=O.O.[OH:20][CH2:21][CH2:22][C@@H:23]([C:41]1[CH:46]=[CH:45][C:44]([Cl:47])=[C:43]([Cl:48])[CH:42]=1)[CH2:24][N:25]1[CH2:32][C@@H:31]([CH3:33])[CH2:30][O:29][C:28]2[C:34]([C:38]#[N:39])=[CH:35][CH:36]=[CH:37][C:27]=2[C:26]1=[O:40], predict the reaction product. (8) Given the reactants Br[C:2]1[CH:3]=[CH:4][C:5]([CH3:18])=[C:6]2[C:11]=1[NH:10][CH:9]=[C:8]([C:12]([O:14][CH2:15][CH3:16])=[O:13])[C:7]2=[O:17].C([O-])(=O)C.[Na+], predict the reaction product. The product is: [CH3:18][C:5]1[CH:4]=[CH:3][CH:2]=[C:11]2[C:6]=1[C:7](=[O:17])[C:8]([C:12]([O:14][CH2:15][CH3:16])=[O:13])=[CH:9][NH:10]2. (9) Given the reactants [C:1]([O:5][C:6](=[O:33])[CH2:7][NH:8][C:9]([C:11]1[C:16]([O:17]CC2C=CC=CC=2)=[CH:15][C:14]([O:25]CC2C=CC=CC=2)=[CH:13][N:12]=1)=[O:10])([CH3:4])([CH3:3])[CH3:2], predict the reaction product. The product is: [C:1]([O:5][C:6](=[O:33])[CH2:7][NH:8][C:9]([C:11]1[C:16]([OH:17])=[CH:15][C:14]([OH:25])=[CH:13][N:12]=1)=[O:10])([CH3:4])([CH3:2])[CH3:3]. (10) Given the reactants [CH2:1]([C@@H:8]1[C@@H:16]([CH2:17][O:18][C:19]2[CH:24]=[CH:23][CH:22]=[CH:21][CH:20]=2)[C@H:15]([CH3:25])[O:14][C:13](=[O:26])[C@@H:12]([NH:27][C:28](=[O:38])[C:29]2[C:34]([OH:35])=[C:33]([O:36][CH3:37])[CH:32]=[CH:31][N:30]=2)[CH2:11][O:10][CH2:9]1)[C:2]1[CH:7]=[CH:6][CH:5]=[CH:4][CH:3]=1.[C:39](Cl)(=[O:41])[CH3:40], predict the reaction product. The product is: [C:39]([O:35][C:34]1[C:29]([C:28](=[O:38])[NH:27][C@H:12]2[CH2:11][O:10][CH2:9][C@H:8]([CH2:1][C:2]3[CH:7]=[CH:6][CH:5]=[CH:4][CH:3]=3)[C@@H:16]([CH2:17][O:18][C:19]3[CH:24]=[CH:23][CH:22]=[CH:21][CH:20]=3)[C@H:15]([CH3:25])[O:14][C:13]2=[O:26])=[N:30][CH:31]=[CH:32][C:33]=1[O:36][CH3:37])(=[O:41])[CH3:40].